Dataset: Reaction yield outcomes from USPTO patents with 853,638 reactions. Task: Predict the reaction yield, written as a fraction of the theoretical maximum amount of product (1.0 means a 100% yield; for example, 0.34 means a 34% yield). (1) The reactants are [ClH:1].[CH:2]1([C:5](=[O:33])[CH:6]([N:14]2[CH2:19][CH2:18][CH:17]([SH:20])/[C:16](=[CH:21]/[C:22]3[N:26]([CH2:27][C:28]([O:30]CC)=[O:29])[N:25]=[CH:24][CH:23]=3)/[CH2:15]2)[C:7]2[CH:12]=[CH:11][CH:10]=[CH:9][C:8]=2[F:13])[CH2:4][CH2:3]1. The catalyst is Cl. The product is [ClH:1].[C:28]([CH2:27][N:26]1[C:22](/[CH:21]=[C:16]2\[CH2:15][N:14]([CH:6]([C:7]3[CH:12]=[CH:11][CH:10]=[CH:9][C:8]=3[F:13])[C:5]([CH:2]3[CH2:3][CH2:4]3)=[O:33])[CH2:19][CH2:18][CH:17]\2[SH:20])=[CH:23][CH:24]=[N:25]1)([OH:30])=[O:29]. The yield is 0.750. (2) The reactants are [CH3:1][C:2]([O:14][Si](C)(C)C)([CH3:13])[C:3]#[C:4][C:5]([C:7]1[CH:12]=[CH:11][N:10]=[CH:9][CH:8]=1)=[O:6].CC1C=CC(S(O)(=O)=O)=CC=1. The catalyst is C(Cl)Cl.O. The product is [OH:14][C:2]([CH3:13])([CH3:1])[C:3]#[C:4][C:5]([C:7]1[CH:8]=[CH:9][N:10]=[CH:11][CH:12]=1)=[O:6]. The yield is 0.690. (3) The reactants are [C:1]1(C)[CH:6]=[CH:5][CH:4]=[CH:3][C:2]=1[C:7]1[N:11]([CH:12]2[CH2:17][CH2:16][CH2:15][CH2:14][O:13]2)[N:10]=[C:9]([NH2:18])[CH:8]=1.[O:20]1[CH2:25][CH2:24][CH2:23][CH2:22][CH:21]1[N:26]1[C:30]([N+:31]([O-:33])=[O:32])=[CH:29][C:28]([C:34]([OH:36])=O)=[N:27]1.[I-].Cl[C:39]1C=CC=C[N+]=1C.CCN(C(C)C)C(C)C. The catalyst is C(Cl)Cl.O. The product is [N+:31]([C:30]1[N:26]([CH:21]2[CH2:22][CH2:23][CH2:24][CH2:25][O:20]2)[N:27]=[C:28]([C:34]([NH:18][C:9]2[CH:8]=[C:7]([C:2]3[CH:1]=[CH:6][C:5]([CH3:39])=[CH:4][CH:3]=3)[N:11]([CH:12]3[CH2:17][CH2:16][CH2:15][CH2:14][O:13]3)[N:10]=2)=[O:36])[CH:29]=1)([O-:33])=[O:32]. The yield is 0.330. (4) The reactants are [NH2:1][C:2]1[C:16]([CH3:17])=[CH:15][C:14]([C:18]#[N:19])=[CH:13][C:3]=1[C:4]([O:6]CCCCCC)=O.[CH3:20][NH2:21].C[O-].[Na+]. No catalyst specified. The product is [NH2:1][C:2]1[C:16]([CH3:17])=[CH:15][C:14]([C:18]#[N:19])=[CH:13][C:3]=1[C:4]([NH:21][CH3:20])=[O:6]. The yield is 0.758. (5) The reactants are [CH3:1][O:2][C:3]1[CH:4]=[C:5]([C:11]([CH3:15])([CH3:14])[CH2:12][NH2:13])[CH:6]=[CH:7][C:8]=1[O:9][CH3:10].[O:16]1[C:20]2[CH:21]=[CH:22][CH:23]=[CH:24][C:19]=2[CH:18]=[C:17]1[C:25](Cl)=[O:26].C(N(CC)CC)C. The catalyst is O1CCOCC1. The product is [CH3:1][O:2][C:3]1[CH:4]=[C:5]([C:11]([CH3:15])([CH3:14])[CH2:12][NH:13][C:25]([C:17]2[O:16][C:20]3[CH:21]=[CH:22][CH:23]=[CH:24][C:19]=3[CH:18]=2)=[O:26])[CH:6]=[CH:7][C:8]=1[O:9][CH3:10]. The yield is 0.863. (6) The reactants are [OH:1][C:2]1[CH:11]=[CH:10][C:5]([C:6]([O:8][CH3:9])=[O:7])=[CH:4][C:3]=1[O:12][CH3:13].[CH3:14][C:15](=[CH2:18])[CH2:16]O.C1(P(C2C=CC=CC=2)C2C=CC=CC=2)C=CC=CC=1.CC(OC(/N=N/C(OC(C)C)=O)=O)C. The catalyst is C1COCC1. The product is [CH3:13][O:12][C:3]1[CH:4]=[C:5]([CH:10]=[CH:11][C:2]=1[O:1][CH2:16][C:15]([CH3:18])=[CH2:14])[C:6]([O:8][CH3:9])=[O:7]. The yield is 0.750.